This data is from Full USPTO retrosynthesis dataset with 1.9M reactions from patents (1976-2016). The task is: Predict the reactants needed to synthesize the given product. (1) Given the product [CH3:18][Si:17]([CH3:20])([CH3:19])[CH2:16][CH2:15][O:14][CH2:13][N:9]1[CH:8]=[C:7]2[C:11]([CH:12]=[C:4]([NH2:1])[CH:5]=[CH:6]2)=[N:10]1, predict the reactants needed to synthesize it. The reactants are: [N+:1]([C:4]1[CH:5]=[CH:6][C:7]2[C:11]([CH:12]=1)=[N:10][N:9]([CH2:13][O:14][CH2:15][CH2:16][Si:17]([CH3:20])([CH3:19])[CH3:18])[CH:8]=2)([O-])=O.[H][H]. (2) Given the product [Br:23][C:24]1[CH:39]=[C:38]2[C:27]([CH2:28][C:29]([CH3:41])([CH3:40])[CH2:30][C:31]32[CH2:36][CH2:35][S:34][C:33]([NH:37][C:9](=[O:10])[O:11][C:12]([CH3:13])([CH3:14])[CH3:15])=[N:32]3)=[CH:26][CH:25]=1, predict the reactants needed to synthesize it. The reactants are: [C:9](O[C:9]([O:11][C:12]([CH3:15])([CH3:14])[CH3:13])=[O:10])([O:11][C:12]([CH3:15])([CH3:14])[CH3:13])=[O:10].C(N(CC)CC)C.[Br:23][C:24]1[CH:39]=[C:38]2[C:27]([CH2:28][C:29]([CH3:41])([CH3:40])[CH2:30][C:31]32[CH2:36][CH2:35][S:34][C:33]([NH2:37])=[N:32]3)=[CH:26][CH:25]=1.C1COCC1.